Task: Predict the product of the given reaction.. Dataset: Forward reaction prediction with 1.9M reactions from USPTO patents (1976-2016) (1) Given the reactants [CH3:1][O:2][C:3]([CH:5]1[CH2:9][S:8][CH:7]([CH2:10][CH:11]([C:20]([O:22]CC2C=CC=CC=2)=O)[NH:12][C:13]([O:15][C:16]([CH3:19])([CH3:18])[CH3:17])=[O:14])[NH:6]1)=[O:4], predict the reaction product. The product is: [CH3:1][O:2][C:3]([CH:5]1[CH2:9][S:8][CH:7]2[CH2:10][CH:11]([NH:12][C:13]([O:15][C:16]([CH3:17])([CH3:18])[CH3:19])=[O:14])[C:20](=[O:22])[N:6]12)=[O:4]. (2) Given the reactants [Cl:1][C:2]1[CH:7]=[C:6]([CH2:8][CH2:9][C:10]2([CH:18]3[CH2:22][CH2:21][CH2:20][CH2:19]3)[CH2:15][C:14](=[O:16])[CH2:13][C:12](=[O:17])[O:11]2)[CH:5]=[CH:4][C:3]=1[C:23]([CH3:27])([CH3:26])[C:24]#[N:25].C([NH:31]C1C=CC(S(N=[N+]=[N-])(=O)=O)=CC=1)(=O)C, predict the reaction product. The product is: [Cl:1][C:2]1[CH:7]=[C:6]([CH2:8][CH2:9][C:10]2([CH:18]3[CH2:19][CH2:20][CH2:21][CH2:22]3)[CH2:15][C:14](=[O:16])[C:13](=[NH:31])[C:12](=[O:17])[O:11]2)[CH:5]=[CH:4][C:3]=1[C:23]([CH3:27])([CH3:26])[C:24]#[N:25]. (3) Given the reactants [Br:1][C:2]1[CH:3]=[CH:4][C:5]2[O:14][CH2:13][CH2:12][N:11]3[C:7](=[N:8][C:9]([I:16])=[C:10]3I)[C:6]=2[CH:17]=1.CC[Mg+].[Br-], predict the reaction product. The product is: [Br:1][C:2]1[CH:3]=[CH:4][C:5]2[O:14][CH2:13][CH2:12][N:11]3[C:7](=[N:8][C:9]([I:16])=[CH:10]3)[C:6]=2[CH:17]=1. (4) Given the reactants [Cl:1][C:2]1[CH:9]=[C:8]([N:10]2[CH:14]=[CH:13][C:12]([C:15]([F:18])([F:17])[F:16])=[N:11]2)[CH:7]=[CH:6][C:3]=1[CH:4]=O.[CH:19]1([NH2:22])[CH2:21][CH2:20]1.[BH4-].[Na+], predict the reaction product. The product is: [Cl:1][C:2]1[CH:9]=[C:8]([N:10]2[CH:14]=[CH:13][C:12]([C:15]([F:18])([F:17])[F:16])=[N:11]2)[CH:7]=[CH:6][C:3]=1[CH2:4][NH:22][CH:19]1[CH2:21][CH2:20]1. (5) Given the reactants Cl.[N:2]1[CH:7]=[CH:6][CH:5]=[CH:4][C:3]=1[N:8]([CH2:32][CH2:33][C:34]([O:36]CC)=[O:35])[C:9]([C:11]1[CH:31]=[CH:30][C:14]2[N:15]([CH3:29])[C:16]([CH2:18][NH:19][C:20]3[N:21]=[CH:22][C:23]([C:26](=[NH:28])[NH2:27])=[N:24][CH:25]=3)=[N:17][C:13]=2[CH:12]=1)=[O:10].[OH-].[Na+], predict the reaction product. The product is: [N:2]1[CH:7]=[CH:6][CH:5]=[CH:4][C:3]=1[N:8]([CH2:32][CH2:33][C:34]([OH:36])=[O:35])[C:9]([C:11]1[CH:31]=[CH:30][C:14]2[N:15]([CH3:29])[C:16]([CH2:18][NH:19][C:20]3[N:21]=[CH:22][C:23]([C:26](=[NH:27])[NH2:28])=[N:24][CH:25]=3)=[N:17][C:13]=2[CH:12]=1)=[O:10]. (6) Given the reactants [F:1][C:2]1[CH:8]=[C:7]([F:9])[CH:6]=[C:5]([F:10])[C:3]=1[NH2:4].O=[CH:12][C:13]1[CH:21]=[CH:20][C:17]([O:18][CH3:19])=[C:15]([OH:16])[CH:14]=1, predict the reaction product. The product is: [CH3:19][O:18][C:17]1[CH:20]=[CH:21][C:13]([CH2:12][NH:4][C:3]2[C:2]([F:1])=[CH:8][C:7]([F:9])=[CH:6][C:5]=2[F:10])=[CH:14][C:15]=1[OH:16]. (7) Given the reactants C[N:2]([CH3:24])/[C:3](/[CH3:23])=[CH:4]/[C:5](=[C:18]([C:21]#[N:22])C#N)[N:6]1[CH2:11][CH2:10][N:9]([C:12]2[CH:17]=[CH:16][CH:15]=[CH:14][CH:13]=2)[CH2:8][CH2:7]1.[OH2:25], predict the reaction product. The product is: [CH3:23][C:3]1[NH:2][C:24](=[O:25])[C:18]([C:21]#[N:22])=[C:5]([N:6]2[CH2:11][CH2:10][N:9]([C:12]3[CH:17]=[CH:16][CH:15]=[CH:14][CH:13]=3)[CH2:8][CH2:7]2)[CH:4]=1. (8) Given the reactants C(O)C.[CH2:4]([OH:13])[C@@H:5]([C@H:7]([C@@H:9]([CH2:11][OH:12])[OH:10])[OH:8])[OH:6], predict the reaction product. The product is: [O:12]=[CH:11][C@@H:9]([C@H:7]([C@@H:5]([CH2:4][OH:13])[OH:6])[OH:8])[OH:10]. (9) Given the reactants [CH3:1][C:2]1[CH:7]=[CH:6][N:5]=[CH:4][C:3]=1[NH2:8].O.C(=O)([O-])[O-].[Na+].[Na+].[C:16](OC(=O)C)(=[O:18])[CH3:17], predict the reaction product. The product is: [CH3:1][C:2]1[CH:7]=[CH:6][N:5]=[CH:4][C:3]=1[NH:8][C:16](=[O:18])[CH3:17]. (10) Given the reactants [Br:1][C:2]1[S:6][C:5]([C:7]2([CH2:23][C:24]([O:26][C:27]([CH3:30])([CH3:29])[CH3:28])=[O:25])[S:13](=[O:15])(=[O:14])[CH2:12][CH2:11][N:10](C(OC(C)(C)C)=O)[CH2:9][CH2:8]2)=[CH:4][CH:3]=1.Cl.C(=O)(O)[O-].[Na+], predict the reaction product. The product is: [Br:1][C:2]1[S:6][C:5]([C:7]2([CH2:23][C:24]([O:26][C:27]([CH3:30])([CH3:29])[CH3:28])=[O:25])[S:13](=[O:15])(=[O:14])[CH2:12][CH2:11][NH:10][CH2:9][CH2:8]2)=[CH:4][CH:3]=1.